Dataset: Aqueous solubility values for 9,982 compounds from the AqSolDB database. Task: Regression/Classification. Given a drug SMILES string, predict its absorption, distribution, metabolism, or excretion properties. Task type varies by dataset: regression for continuous measurements (e.g., permeability, clearance, half-life) or binary classification for categorical outcomes (e.g., BBB penetration, CYP inhibition). For this dataset (solubility_aqsoldb), we predict Y. The compound is c1ccc2c(c1)ccc1c3ccccc3ccc21. The Y is -8.06 log mol/L.